Dataset: NCI-60 drug combinations with 297,098 pairs across 59 cell lines. Task: Regression. Given two drug SMILES strings and cell line genomic features, predict the synergy score measuring deviation from expected non-interaction effect. Drug 1: C1CC(=O)NC(=O)C1N2C(=O)C3=CC=CC=C3C2=O. Drug 2: C(CCl)NC(=O)N(CCCl)N=O. Cell line: OVCAR-4. Synergy scores: CSS=1.59, Synergy_ZIP=0.113, Synergy_Bliss=-0.535, Synergy_Loewe=-0.0895, Synergy_HSA=-0.908.